This data is from Full USPTO retrosynthesis dataset with 1.9M reactions from patents (1976-2016). The task is: Predict the reactants needed to synthesize the given product. (1) Given the product [CH3:1][O:2][C:3]1[CH:4]=[C:5]([N:11]([CH2:23][CH2:24][C:25]2[CH:26]=[CH:27][C:28]([C:31]([F:33])([F:32])[F:34])=[CH:29][CH:30]=2)[C:12](=[O:22])[CH:13]([N:20]([CH3:38])[CH3:21])[C:14]2[CH:19]=[CH:18][CH:17]=[CH:16][CH:15]=2)[CH:6]=[CH:7][C:8]=1[O:9][CH3:10], predict the reactants needed to synthesize it. The reactants are: [CH3:1][O:2][C:3]1[CH:4]=[C:5]([N:11]([CH2:23][CH2:24][C:25]2[CH:30]=[CH:29][C:28]([C:31]([F:34])([F:33])[F:32])=[CH:27][CH:26]=2)[C:12](=[O:22])[CH:13]([NH:20][CH3:21])[C:14]2[CH:19]=[CH:18][CH:17]=[CH:16][CH:15]=2)[CH:6]=[CH:7][C:8]=1[O:9][CH3:10].C=O.[BH3-][C:38]#N.[Na+].CC(O)=O. (2) Given the product [NH2:1][CH:4]1[CH2:10][C:9]([CH3:12])([CH3:11])[CH2:8][N:7]([S:13]([C:16]2[CH:21]=[CH:20][CH:19]=[CH:18][N:17]=2)(=[O:15])=[O:14])[CH2:6][CH:5]1[OH:22], predict the reactants needed to synthesize it. The reactants are: [N:1]([CH:4]1[CH2:10][C:9]([CH3:12])([CH3:11])[CH2:8][N:7]([S:13]([C:16]2[CH:21]=[CH:20][CH:19]=[CH:18][N:17]=2)(=[O:15])=[O:14])[CH2:6][CH:5]1[OH:22])=[N+]=[N-].C1C=CC(P(C2C=CC=CC=2)C2C=CC=CC=2)=CC=1.